From a dataset of NCI-60 drug combinations with 297,098 pairs across 59 cell lines. Regression. Given two drug SMILES strings and cell line genomic features, predict the synergy score measuring deviation from expected non-interaction effect. Drug 1: C(=O)(N)NO. Drug 2: C1=NC2=C(N1)C(=S)N=CN2. Cell line: M14. Synergy scores: CSS=24.8, Synergy_ZIP=1.73, Synergy_Bliss=1.30, Synergy_Loewe=-31.7, Synergy_HSA=-1.54.